Dataset: NCI-60 drug combinations with 297,098 pairs across 59 cell lines. Task: Regression. Given two drug SMILES strings and cell line genomic features, predict the synergy score measuring deviation from expected non-interaction effect. (1) Synergy scores: CSS=14.5, Synergy_ZIP=-1.62, Synergy_Bliss=0.449, Synergy_Loewe=2.69, Synergy_HSA=2.55. Drug 1: C1=NC(=NC(=O)N1C2C(C(C(O2)CO)O)O)N. Drug 2: CN(CCCl)CCCl.Cl. Cell line: SK-MEL-28. (2) Drug 1: CCC1=CC2CC(C3=C(CN(C2)C1)C4=CC=CC=C4N3)(C5=C(C=C6C(=C5)C78CCN9C7C(C=CC9)(C(C(C8N6C)(C(=O)OC)O)OC(=O)C)CC)OC)C(=O)OC.C(C(C(=O)O)O)(C(=O)O)O. Drug 2: CC1=C2C(C(=O)C3(C(CC4C(C3C(C(C2(C)C)(CC1OC(=O)C(C(C5=CC=CC=C5)NC(=O)OC(C)(C)C)O)O)OC(=O)C6=CC=CC=C6)(CO4)OC(=O)C)O)C)O. Cell line: HOP-62. Synergy scores: CSS=28.5, Synergy_ZIP=-8.97, Synergy_Bliss=-2.89, Synergy_Loewe=-11.6, Synergy_HSA=-1.88. (3) Drug 1: C1C(C(OC1N2C=NC3=C(N=C(N=C32)Cl)N)CO)O. Drug 2: C(CN)CNCCSP(=O)(O)O. Cell line: OVCAR-8. Synergy scores: CSS=43.5, Synergy_ZIP=2.44, Synergy_Bliss=1.63, Synergy_Loewe=-30.4, Synergy_HSA=0.686. (4) Drug 1: CN(CC1=CN=C2C(=N1)C(=NC(=N2)N)N)C3=CC=C(C=C3)C(=O)NC(CCC(=O)O)C(=O)O. Drug 2: C1C(C(OC1N2C=NC3=C2NC=NCC3O)CO)O. Cell line: SK-MEL-28. Synergy scores: CSS=20.5, Synergy_ZIP=-0.404, Synergy_Bliss=-1.99, Synergy_Loewe=-18.2, Synergy_HSA=-3.97. (5) Drug 1: CC1=CC=C(C=C1)C2=CC(=NN2C3=CC=C(C=C3)S(=O)(=O)N)C(F)(F)F. Drug 2: C1C(C(OC1N2C=NC(=NC2=O)N)CO)O. Cell line: HOP-62. Synergy scores: CSS=-1.21, Synergy_ZIP=5.21, Synergy_Bliss=8.17, Synergy_Loewe=-9.76, Synergy_HSA=-2.19. (6) Drug 1: CC1=C(C=C(C=C1)NC2=NC=CC(=N2)N(C)C3=CC4=NN(C(=C4C=C3)C)C)S(=O)(=O)N.Cl. Drug 2: CC=C1C(=O)NC(C(=O)OC2CC(=O)NC(C(=O)NC(CSSCCC=C2)C(=O)N1)C(C)C)C(C)C. Cell line: A549. Synergy scores: CSS=10.2, Synergy_ZIP=1.07, Synergy_Bliss=-2.05, Synergy_Loewe=-61.0, Synergy_HSA=-2.41. (7) Drug 1: CC(C)(C#N)C1=CC=C(C=C1)N2C3=C4C=C(C=CC4=NC=C3N(C2=O)C)C5=CC6=CC=CC=C6N=C5. Drug 2: CNC(=O)C1=NC=CC(=C1)OC2=CC=C(C=C2)NC(=O)NC3=CC(=C(C=C3)Cl)C(F)(F)F. Cell line: SK-OV-3. Synergy scores: CSS=76.1, Synergy_ZIP=12.0, Synergy_Bliss=11.3, Synergy_Loewe=5.35, Synergy_HSA=12.9. (8) Drug 1: CC(C1=C(C=CC(=C1Cl)F)Cl)OC2=C(N=CC(=C2)C3=CN(N=C3)C4CCNCC4)N. Drug 2: CN(CCCl)CCCl.Cl. Cell line: LOX IMVI. Synergy scores: CSS=6.94, Synergy_ZIP=-5.71, Synergy_Bliss=-9.02, Synergy_Loewe=-6.99, Synergy_HSA=-6.81.